Dataset: NCI-60 drug combinations with 297,098 pairs across 59 cell lines. Task: Regression. Given two drug SMILES strings and cell line genomic features, predict the synergy score measuring deviation from expected non-interaction effect. (1) Drug 1: CC=C1C(=O)NC(C(=O)OC2CC(=O)NC(C(=O)NC(CSSCCC=C2)C(=O)N1)C(C)C)C(C)C. Drug 2: C(CCl)NC(=O)N(CCCl)N=O. Cell line: HOP-92. Synergy scores: CSS=75.7, Synergy_ZIP=4.53, Synergy_Bliss=3.64, Synergy_Loewe=2.51, Synergy_HSA=6.01. (2) Drug 1: C1CN1P(=S)(N2CC2)N3CC3. Drug 2: COCCOC1=C(C=C2C(=C1)C(=NC=N2)NC3=CC=CC(=C3)C#C)OCCOC.Cl. Cell line: RXF 393. Synergy scores: CSS=0.758, Synergy_ZIP=-0.135, Synergy_Bliss=-1.05, Synergy_Loewe=-0.101, Synergy_HSA=-2.19. (3) Drug 1: C1=NC2=C(N=C(N=C2N1C3C(C(C(O3)CO)O)F)Cl)N. Drug 2: C#CCC(CC1=CN=C2C(=N1)C(=NC(=N2)N)N)C3=CC=C(C=C3)C(=O)NC(CCC(=O)O)C(=O)O. Cell line: HOP-62. Synergy scores: CSS=19.7, Synergy_ZIP=-3.23, Synergy_Bliss=3.68, Synergy_Loewe=-6.29, Synergy_HSA=1.82. (4) Drug 1: C1CCN(CC1)CCOC2=CC=C(C=C2)C(=O)C3=C(SC4=C3C=CC(=C4)O)C5=CC=C(C=C5)O. Drug 2: CC1=C2C(C(=O)C3(C(CC4C(C3C(C(C2(C)C)(CC1OC(=O)C(C(C5=CC=CC=C5)NC(=O)C6=CC=CC=C6)O)O)OC(=O)C7=CC=CC=C7)(CO4)OC(=O)C)O)C)OC(=O)C. Cell line: A549. Synergy scores: CSS=24.6, Synergy_ZIP=-3.01, Synergy_Bliss=-7.17, Synergy_Loewe=-40.3, Synergy_HSA=-8.09. (5) Cell line: SF-295. Drug 1: C1=CN(C(=O)N=C1N)C2C(C(C(O2)CO)O)O.Cl. Synergy scores: CSS=15.8, Synergy_ZIP=-5.99, Synergy_Bliss=1.80, Synergy_Loewe=-28.3, Synergy_HSA=-1.17. Drug 2: C(CN)CNCCSP(=O)(O)O. (6) Drug 1: C1CN1P(=S)(N2CC2)N3CC3. Drug 2: CC=C1C(=O)NC(C(=O)OC2CC(=O)NC(C(=O)NC(CSSCCC=C2)C(=O)N1)C(C)C)C(C)C. Cell line: SF-268. Synergy scores: CSS=63.8, Synergy_ZIP=1.27, Synergy_Bliss=3.29, Synergy_Loewe=-5.76, Synergy_HSA=0.769. (7) Drug 1: CN1C(=O)N2C=NC(=C2N=N1)C(=O)N. Drug 2: CC1CCCC2(C(O2)CC(NC(=O)CC(C(C(=O)C(C1O)C)(C)C)O)C(=CC3=CSC(=N3)C)C)C. Cell line: MDA-MB-435. Synergy scores: CSS=55.9, Synergy_ZIP=0.178, Synergy_Bliss=-1.58, Synergy_Loewe=-28.7, Synergy_HSA=-1.72. (8) Drug 1: C1=NC2=C(N=C(N=C2N1C3C(C(C(O3)CO)O)O)F)N. Drug 2: CC12CCC3C(C1CCC2OP(=O)(O)O)CCC4=C3C=CC(=C4)OC(=O)N(CCCl)CCCl.[Na+]. Cell line: OVCAR-8. Synergy scores: CSS=55.2, Synergy_ZIP=0.402, Synergy_Bliss=3.17, Synergy_Loewe=-23.5, Synergy_HSA=4.20. (9) Drug 1: C1CNP(=O)(OC1)N(CCCl)CCCl. Drug 2: C1C(C(OC1N2C=NC(=NC2=O)N)CO)O. Cell line: SK-MEL-2. Synergy scores: CSS=25.4, Synergy_ZIP=15.6, Synergy_Bliss=14.9, Synergy_Loewe=9.90, Synergy_HSA=14.6. (10) Drug 1: CC1=C(C=C(C=C1)NC2=NC=CC(=N2)N(C)C3=CC4=NN(C(=C4C=C3)C)C)S(=O)(=O)N.Cl. Drug 2: CC1=C(N=C(N=C1N)C(CC(=O)N)NCC(C(=O)N)N)C(=O)NC(C(C2=CN=CN2)OC3C(C(C(C(O3)CO)O)O)OC4C(C(C(C(O4)CO)O)OC(=O)N)O)C(=O)NC(C)C(C(C)C(=O)NC(C(C)O)C(=O)NCCC5=NC(=CS5)C6=NC(=CS6)C(=O)NCCC[S+](C)C)O. Cell line: EKVX. Synergy scores: CSS=0.448, Synergy_ZIP=0.808, Synergy_Bliss=-1.48, Synergy_Loewe=-3.21, Synergy_HSA=-2.13.